The task is: Predict the product of the given reaction.. This data is from Forward reaction prediction with 1.9M reactions from USPTO patents (1976-2016). (1) Given the reactants Cl.[CH2:2]([OH:7])[C:3](C)([CH3:5])[CH3:4].[CH3:8][P:9]1(=[S:22])N(C)C(C)C(C2C=CC=CC=2)[O:10]1.[C:23]([O-])([O-])=O.[Na+].[Na+], predict the reaction product. The product is: [CH3:8][P:9](=[O:22])([S:10][CH3:23])[O:7][CH2:2][CH:3]([CH3:5])[CH3:4]. (2) The product is: [OH:51][C:45]([C:47]([F:50])([F:49])[F:48])=[O:46].[CH2:29]([N:27]1[CH:28]=[C:24]([CH2:23][O:22][C:18]2[CH:17]=[C:16]3[C:21](=[CH:20][CH:19]=2)[N:13]([C:11](=[O:12])[CH2:10][NH:9][CH2:8][CH2:7][C:6]([OH:44])=[O:5])[CH2:14][CH2:15]3)[C:25]([C:33]([F:34])([F:36])[F:35])=[N:26]1)[CH:30]([CH3:32])[CH3:31]. Given the reactants C([O:5][C:6](=[O:44])[CH2:7][CH2:8][N:9](C(OC(C)(C)C)=O)[CH2:10][C:11]([N:13]1[C:21]2[C:16](=[CH:17][C:18]([O:22][CH2:23][C:24]3[C:25]([C:33]([F:36])([F:35])[F:34])=[N:26][N:27]([CH2:29][CH:30]([CH3:32])[CH3:31])[CH:28]=3)=[CH:19][CH:20]=2)[CH2:15][CH2:14]1)=[O:12])(C)(C)C.[C:45]([OH:51])([C:47]([F:50])([F:49])[F:48])=[O:46], predict the reaction product. (3) Given the reactants [Br:1][C:2]1[C:3](=[O:30])[N:4]([C:19]2[C:27]([F:28])=[CH:26][C:22]([C:23](O)=[O:24])=[CH:21][C:20]=2[F:29])[C:5]([CH3:18])=[CH:6][C:7]=1[O:8][CH2:9][C:10]1[CH:15]=[CH:14][C:13]([F:16])=[CH:12][C:11]=1[F:17].ClC1N=C(OC)N=C(OC)[N:33]=1.CN1CCOCC1.[OH-].[NH4+], predict the reaction product. The product is: [Br:1][C:2]1[C:3](=[O:30])[N:4]([C:19]2[C:27]([F:28])=[CH:26][C:22]([C:23]([NH2:33])=[O:24])=[CH:21][C:20]=2[F:29])[C:5]([CH3:18])=[CH:6][C:7]=1[O:8][CH2:9][C:10]1[CH:15]=[CH:14][C:13]([F:16])=[CH:12][C:11]=1[F:17]. (4) Given the reactants [C:1]([O:5][C:6]([N:8]1[CH2:12][C@H:11]([OH:13])[CH2:10][C@H:9]1[C:14]([OH:16])=O)=[O:7])([CH3:4])([CH3:3])[CH3:2].[Br:17][C:18]1[CH:23]=[CH:22][C:21]([CH2:24][NH2:25])=[CH:20][CH:19]=1.CCN(C(C)C)C(C)C.CN(C(ON1N=NC2C=CC=NC1=2)=[N+](C)C)C.F[P-](F)(F)(F)(F)F, predict the reaction product. The product is: [Br:17][C:18]1[CH:23]=[CH:22][C:21]([CH2:24][NH:25][C:14]([C@@H:9]2[CH2:10][C@@H:11]([OH:13])[CH2:12][N:8]2[C:6]([O:5][C:1]([CH3:2])([CH3:3])[CH3:4])=[O:7])=[O:16])=[CH:20][CH:19]=1. (5) Given the reactants [Cl:1][C:2]1[CH:3]=[C:4]([N:12]([CH2:23][CH3:24])[CH:13]2[CH2:18][CH2:17][N:16]([CH2:19][CH2:20][O:21][CH3:22])[CH2:15][CH2:14]2)[C:5]([CH3:11])=[C:6]([CH:10]=1)[C:7](O)=[O:8].CN(C(ON1N=NC2C=CC=CC1=2)=[N+](C)C)C.[B-](F)(F)(F)F.CCN(C(C)C)C(C)C.[CH2:56]([N:58]1[C:62]([CH3:63])=[C:61]([CH2:64][NH2:65])[C:60]([O:66][CH3:67])=[N:59]1)[CH3:57], predict the reaction product. The product is: [Cl:1][C:2]1[CH:3]=[C:4]([N:12]([CH2:23][CH3:24])[CH:13]2[CH2:14][CH2:15][N:16]([CH2:19][CH2:20][O:21][CH3:22])[CH2:17][CH2:18]2)[C:5]([CH3:11])=[C:6]([CH:10]=1)[C:7]([NH:65][CH2:64][C:61]1[C:60]([O:66][CH3:67])=[N:59][N:58]([CH2:56][CH3:57])[C:62]=1[CH3:63])=[O:8]. (6) Given the reactants FC(F)(F)S(O[C:7]1[CH:8]=[CH:9][CH:10]=[C:11]2[C:15]=1[NH:14][C:13]1[N:16]=[CH:17][C:18]([CH3:20])=[CH:19][C:12]2=1)(=O)=O.C(=O)([O-])[O-].[Na+].[Na+].[C:29]1(B(O)O)[CH:34]=[CH:33][CH:32]=[CH:31][CH:30]=1.CN(C)C(=O)C, predict the reaction product. The product is: [CH3:20][C:18]1[CH:17]=[N:16][C:13]2[NH:14][C:15]3[C:11]([C:12]=2[CH:19]=1)=[CH:10][CH:9]=[CH:8][C:7]=3[C:29]1[CH:34]=[CH:33][CH:32]=[CH:31][CH:30]=1.